This data is from Full USPTO retrosynthesis dataset with 1.9M reactions from patents (1976-2016). The task is: Predict the reactants needed to synthesize the given product. (1) The reactants are: Cl.Cl.[NH2:3][CH2:4][CH2:5][CH2:6][CH2:7][CH2:8][CH2:9][CH2:10][CH2:11][CH2:12][N:13]1[CH2:18][CH2:17][CH:16]([O:19][C:20](=[O:34])[NH:21][C:22]2[CH:27]=[CH:26][CH:25]=[CH:24][C:23]=2[C:28]2[CH:33]=[CH:32][CH:31]=[CH:30][CH:29]=2)[CH2:15][CH2:14]1.[Cl:35][C:36]1[CH:44]=[C:40]([C:41](O)=[O:42])[C:39]([OH:45])=[CH:38][CH:37]=1. Given the product [OH:45][C:39]1[CH:38]=[CH:37][C:36]([Cl:35])=[CH:44][C:40]=1[C:41]([NH:3][CH2:4][CH2:5][CH2:6][CH2:7][CH2:8][CH2:9][CH2:10][CH2:11][CH2:12][N:13]1[CH2:18][CH2:17][CH:16]([O:19][C:20](=[O:34])[NH:21][C:22]2[CH:27]=[CH:26][CH:25]=[CH:24][C:23]=2[C:28]2[CH:33]=[CH:32][CH:31]=[CH:30][CH:29]=2)[CH2:15][CH2:14]1)=[O:42], predict the reactants needed to synthesize it. (2) Given the product [C:20]([O:24][C:25](=[O:27])[NH:26][C:2]1[C:7]2[S:8][C:9]([C:11]3[C:16]([F:17])=[CH:15][CH:14]=[CH:13][C:12]=3[Cl:18])=[N:10][C:6]=2[C:5]([F:19])=[CH:4][N:3]=1)([CH3:23])([CH3:22])[CH3:21], predict the reactants needed to synthesize it. The reactants are: Br[C:2]1[C:7]2[S:8][C:9]([C:11]3[C:16]([F:17])=[CH:15][CH:14]=[CH:13][C:12]=3[Cl:18])=[N:10][C:6]=2[C:5]([F:19])=[CH:4][N:3]=1.[C:20]([O:24][C:25](=[O:27])[NH2:26])([CH3:23])([CH3:22])[CH3:21].CC1(C)C2C(=C(P(C3C=CC=CC=3)C3C=CC=CC=3)C=CC=2)OC2C(P(C3C=CC=CC=3)C3C=CC=CC=3)=CC=CC1=2.[O-]P([O-])([O-])=O.[K+].[K+].[K+]. (3) The reactants are: [F:1][C:2]([F:28])([F:27])[CH2:3][O:4][C:5]1C(C(O)=O)=C(C(O)=O)[C:12]([O:21][CH2:22][C:23]([F:26])([F:25])[F:24])=[C:11]2[C:6]=1[CH:7]=[CH:8][CH:9]=[N:10]2.[C:29]([O:32][C:33](=[O:35])[CH3:34])(=[O:31])[CH3:30]. Given the product [F:28][C:2]([F:1])([F:27])[CH2:3][O:4][C:5]1[C:30]2[C:29](=[O:31])[O:32][C:33](=[O:35])[C:34]=2[C:12]([O:21][CH2:22][C:23]([F:25])([F:26])[F:24])=[C:11]2[C:6]=1[CH:7]=[CH:8][CH:9]=[N:10]2, predict the reactants needed to synthesize it. (4) Given the product [ClH:32].[CH3:1][N:2]1[CH2:3][CH2:4][N:5]([C:8]2[CH:9]=[CH:10][C:11]([C:12]([NH:14][C:15]3[C:16]4[CH:22]=[C:21]([C:23]([OH:25])=[O:24])[S:20][C:17]=4[NH:18][N:19]=3)=[O:13])=[CH:30][CH:31]=2)[CH2:6][CH2:7]1, predict the reactants needed to synthesize it. The reactants are: [CH3:1][N:2]1[CH2:7][CH2:6][N:5]([C:8]2[CH:31]=[CH:30][C:11]([C:12]([NH:14][C:15]3[C:16]4[CH:22]=[C:21]([C:23]([O:25]C(C)(C)C)=[O:24])[S:20][C:17]=4[NH:18][N:19]=3)=[O:13])=[CH:10][CH:9]=2)[CH2:4][CH2:3]1.[ClH:32]. (5) Given the product [S:12]1[CH:16]=[CH:15][C:14]2[C:17]([NH:21][C:22]3[N:23]=[C:24]([NH:48][C@@H:43]4[CH2:44][CH2:45][CH2:46][CH2:47][C@@H:42]4[NH:41][C:40]([O:39][C:35]([CH3:38])([CH3:37])[CH3:36])=[O:49])[N:25]=[N:26][C:27]=3[C:28]([O:30][CH2:31][CH3:32])=[O:29])=[CH:18][CH:19]=[CH:20][C:13]1=2, predict the reactants needed to synthesize it. The reactants are: C1C=C(Cl)C=C(C(OO)=O)C=1.[S:12]1[CH:16]=[CH:15][C:14]2[C:17]([NH:21][C:22]3[N:23]=[C:24](SC)[N:25]=[N:26][C:27]=3[C:28]([O:30][CH2:31][CH3:32])=[O:29])=[CH:18][CH:19]=[CH:20][C:13]1=2.[C:35]([O:39][C:40](=[O:49])[NH:41][C@H:42]1[CH2:47][CH2:46][CH2:45][CH2:44][C@H:43]1[NH2:48])([CH3:38])([CH3:37])[CH3:36].C(N(C(C)C)CC)(C)C. (6) Given the product [Br:1][C:2]1[CH:7]=[CH:6][C:5]([C:8]2([C:14](=[S:26])[NH2:16])[CH2:13][CH2:12][O:11][CH2:10][CH2:9]2)=[CH:4][CH:3]=1, predict the reactants needed to synthesize it. The reactants are: [Br:1][C:2]1[CH:7]=[CH:6][C:5]([C:8]2([C:14]([NH2:16])=O)[CH2:13][CH2:12][O:11][CH2:10][CH2:9]2)=[CH:4][CH:3]=1.COC1C=CC(P2(SP(C3C=CC(OC)=CC=3)(=S)S2)=[S:26])=CC=1.